Dataset: HIV replication inhibition screening data with 41,000+ compounds from the AIDS Antiviral Screen. Task: Binary Classification. Given a drug SMILES string, predict its activity (active/inactive) in a high-throughput screening assay against a specified biological target. (1) The compound is CC(=O)OC1C(C)(O)C2CCC3C4(C)CCCC(C)(C)C4CCC13C2. The result is 0 (inactive). (2) The molecule is CCCCCCCCCCCC(=O)OCC1OC(n2cc(F)c(=O)[nH]c2=O)C(NC(=O)OCc2ccccc2)C(O)C1O. The result is 0 (inactive). (3) The molecule is Cc1ccc([S+](c2ccccc2)c2cc(C)ccc2C)cc1.O=C(OC(C(=O)O)C(OC(=O)c1ccccc1)C(=O)O)c1ccccc1. The result is 0 (inactive). (4) The compound is N#CC(C(=O)Nc1ccccc1)C1=C(Cl)C(=O)c2ccccc2C1=O. The result is 0 (inactive).